Predict the product of the given reaction. From a dataset of Forward reaction prediction with 1.9M reactions from USPTO patents (1976-2016). (1) Given the reactants [F:1][C:2]1[CH:7]=[CH:6][C:5]([CH2:8][CH2:9][N:10]([CH3:21])[S:11]([C:14]2[CH:18]=[C:17]([Cl:19])[S:16][C:15]=2Cl)(=[O:13])=[O:12])=[CH:4][CH:3]=1.[Cl-].[NH4+], predict the reaction product. The product is: [F:1][C:2]1[CH:7]=[CH:6][C:5]([CH2:8][CH2:9][N:10]([CH3:21])[S:11]([C:14]2[CH:18]=[C:17]([Cl:19])[S:16][CH:15]=2)(=[O:13])=[O:12])=[CH:4][CH:3]=1. (2) The product is: [NH:17]1[C:27]([C:26]([O:30][C:31]([CH3:34])([CH3:33])[CH3:32])=[O:29])=[CH:28][N:24]=[C:18]1[C:19]([O:21][CH2:22][CH3:23])=[O:20]. Given the reactants C(C(OCC)=O)#N.NO.Cl.C([O-])([O-])=O.[K+].[K+].[NH2:17]/[C:18](=[N:24]\O)/[C:19]([O:21][CH2:22][CH3:23])=[O:20].[C:26]([O:30][C:31]([CH3:34])([CH3:33])[CH3:32])(=[O:29])[C:27]#[CH:28].CCN(CC)CC, predict the reaction product. (3) The product is: [Cl:1][C:2]1[CH:9]=[C:8]([Cl:10])[CH:7]=[CH:6][C:3]=1[CH2:4][I:11]. Given the reactants [Cl:1][C:2]1[CH:9]=[C:8]([Cl:10])[CH:7]=[CH:6][C:3]=1[CH2:4]Cl.[I-:11].[K+], predict the reaction product. (4) Given the reactants [OH:1][C:2]1[CH:7]=[CH:6][CH:5]=[CH:4][N:3]=1.[F:8][C:9](I)([F:11])[F:10].OO, predict the reaction product. The product is: [OH:1][C:2]1[C:7]([C:9]([F:11])([F:10])[F:8])=[CH:6][CH:5]=[CH:4][N:3]=1. (5) Given the reactants [NH2:1][C:2]1[C:11]2[C:6](=[N:7][C:8]([C:19]3[CH:24]=[CH:23][C:22]([Cl:25])=[CH:21][C:20]=3[Cl:26])=[C:9]([C:12]3[CH:17]=[CH:16][C:15]([Cl:18])=[CH:14][CH:13]=3)[CH:10]=2)[N:5]([CH2:27][CH:28]([CH3:30])[CH3:29])[C:4](=[O:31])[C:3]=1[CH3:32].[H-].[Na+].[C:35](Cl)(=[O:37])[CH3:36], predict the reaction product. The product is: [Cl:18][C:15]1[CH:14]=[CH:13][C:12]([C:9]2[CH:10]=[C:11]3[C:6](=[N:7][C:8]=2[C:19]2[CH:24]=[CH:23][C:22]([Cl:25])=[CH:21][C:20]=2[Cl:26])[N:5]([CH2:27][CH:28]([CH3:29])[CH3:30])[C:4](=[O:31])[C:3]([CH3:32])=[C:2]3[NH:1][C:35](=[O:37])[CH3:36])=[CH:17][CH:16]=1. (6) Given the reactants [CH2:1]([N:6]1[C:14]2[N:13]=[CH:12][NH:11][C:10]=2[C:9](=[O:15])[NH:8]/[C:7]/1=[N:16]\[NH2:17])[CH2:2][CH2:3][CH2:4][CH3:5].[Br:18][C:19]1[CH:20]=[C:21]([CH2:25][C:26](O)=[O:27])[CH:22]=[CH:23][CH:24]=1.F[P-](F)(F)(F)(F)F.N1(O[P+](N(C)C)(N(C)C)N(C)C)C2C=CC=CC=2N=N1.C(N(CC)CC)C, predict the reaction product. The product is: [Br:18][C:19]1[CH:20]=[C:21]([CH2:25][C:26]([NH:17]/[N:16]=[C:7]2\[NH:8][C:9](=[O:15])[C:10]3[NH:11][CH:12]=[N:13][C:14]=3[N:6]\2[CH2:1][CH2:2][CH2:3][CH2:4][CH3:5])=[O:27])[CH:22]=[CH:23][CH:24]=1. (7) The product is: [Br:1][C:2]1[CH:8]=[C:7]([NH2:9])[C:5]([NH2:6])=[C:4]([F:12])[CH:3]=1. Given the reactants [Br:1][C:2]1[CH:8]=[C:7]([N+:9]([O-])=O)[C:5]([NH2:6])=[C:4]([F:12])[CH:3]=1.O.O.[Sn](Cl)Cl, predict the reaction product.